Dataset: Peptide-MHC class II binding affinity with 134,281 pairs from IEDB. Task: Regression. Given a peptide amino acid sequence and an MHC pseudo amino acid sequence, predict their binding affinity value. This is MHC class II binding data. (1) The MHC is HLA-DPA10201-DPB11401 with pseudo-sequence HLA-DPA10201-DPB11401. The peptide sequence is EKKYFANTQFEPLAA. The binding affinity (normalized) is 0.734. (2) The peptide sequence is TRGPSLRTTTVSGKL. The MHC is DRB5_0101 with pseudo-sequence DRB5_0101. The binding affinity (normalized) is 0.273. (3) The peptide sequence is LVGPTPVNIIGRNMLTQIGC. The MHC is DRB4_0101 with pseudo-sequence DRB4_0103. The binding affinity (normalized) is 0.330. (4) The peptide sequence is RVAYGKCDSAGRSRR. The MHC is DRB4_0103 with pseudo-sequence DRB4_0103. The binding affinity (normalized) is 0.506. (5) The peptide sequence is FDSFVASLTEALRVI. The MHC is DRB1_1101 with pseudo-sequence DRB1_1101. The binding affinity (normalized) is 0.423. (6) The MHC is DRB1_0404 with pseudo-sequence DRB1_0404. The binding affinity (normalized) is 0.216. The peptide sequence is ALLTPGLRCLNLDVYRIL. (7) The peptide sequence is KPVSQMRMATPLL. The MHC is H-2-IAd with pseudo-sequence H-2-IAd. The binding affinity (normalized) is 0.